Dataset: NCI-60 drug combinations with 297,098 pairs across 59 cell lines. Task: Regression. Given two drug SMILES strings and cell line genomic features, predict the synergy score measuring deviation from expected non-interaction effect. (1) Drug 1: COC1=C(C=C2C(=C1)N=CN=C2NC3=CC(=C(C=C3)F)Cl)OCCCN4CCOCC4. Drug 2: CC(C)CN1C=NC2=C1C3=CC=CC=C3N=C2N. Cell line: HOP-62. Synergy scores: CSS=8.96, Synergy_ZIP=3.71, Synergy_Bliss=2.96, Synergy_Loewe=-0.331, Synergy_HSA=0.0208. (2) Drug 1: CN(C(=O)NC(C=O)C(C(C(CO)O)O)O)N=O. Drug 2: CCC1(C2=C(COC1=O)C(=O)N3CC4=CC5=C(C=CC(=C5CN(C)C)O)N=C4C3=C2)O.Cl. Cell line: ACHN. Synergy scores: CSS=6.51, Synergy_ZIP=-17.8, Synergy_Bliss=-32.2, Synergy_Loewe=-43.2, Synergy_HSA=-28.7. (3) Cell line: EKVX. Drug 2: C1=NC2=C(N1)C(=S)N=CN2. Drug 1: CN(C)N=NC1=C(NC=N1)C(=O)N. Synergy scores: CSS=5.33, Synergy_ZIP=2.95, Synergy_Bliss=7.17, Synergy_Loewe=0.973, Synergy_HSA=5.41.